Dataset: Full USPTO retrosynthesis dataset with 1.9M reactions from patents (1976-2016). Task: Predict the reactants needed to synthesize the given product. (1) Given the product [CH2:18]([O:17][C:14]1[CH:15]=[CH:16][C:11](/[CH:10]=[C:7]2/[C:8](=[O:9])[N:4]([CH2:3][CH2:2][NH:1][C:22](=[O:23])[O:24][CH2:25][CH:26]([CH3:28])[CH3:27])[C:5](=[O:20])[S:6]/2)=[CH:12][CH:13]=1)[CH3:19], predict the reactants needed to synthesize it. The reactants are: [NH2:1][CH2:2][CH2:3][N:4]1[C:8](=[O:9])/[C:7](=[CH:10]/[C:11]2[CH:16]=[CH:15][C:14]([O:17][CH2:18][CH3:19])=[CH:13][CH:12]=2)/[S:6][C:5]1=[O:20].Cl[C:22]([O:24][CH2:25][CH:26]([CH3:28])[CH3:27])=[O:23].CCN(C(C)C)C(C)C.C(OC1C=CC(/C=C2/C(=O)N(CCNC(=O)C)C(=O)S/2)=CC=1)C. (2) Given the product [Cl:1][C:2]1[CH:7]=[C:6]([Cl:8])[CH:5]=[CH:4][C:3]=1[C:9]1[N:14]=[C:13]([OH:21])[N:12]2[CH:18]=[CH:19][N:20]=[C:11]2[CH:10]=1, predict the reactants needed to synthesize it. The reactants are: [Cl:1][C:2]1[CH:7]=[C:6]([Cl:8])[CH:5]=[CH:4][C:3]=1[C:9]1[N:14]=[C:13](SCC)[N:12]2[CH:18]=[CH:19][N:20]=[C:11]2[CH:10]=1.[OH-:21].[K+].Cl.[Cl-].[NH4+].